Predict the reaction yield, written as a fraction of the theoretical maximum amount of product (1.0 means a 100% yield; for example, 0.34 means a 34% yield). From a dataset of Reaction yield outcomes from USPTO patents with 853,638 reactions. The reactants are [C:1]([O:5][C:6](=[O:25])[CH2:7][O:8][C:9]1[CH:14]=[CH:13][C:12]([Cl:15])=[CH:11][C:10]=1[C:16]#[C:17][C:18]1[CH:19]=[N:20][CH:21]=[CH:22][C:23]=1[CH3:24])([CH3:4])([CH3:3])[CH3:2].ClC1C=CC=C(C(OO)=[O:34])C=1. The catalyst is C(Cl)Cl. The product is [C:1]([O:5][C:6](=[O:25])[CH2:7][O:8][C:9]1[CH:14]=[CH:13][C:12]([Cl:15])=[CH:11][C:10]=1[C:16]#[C:17][C:18]1[CH:19]=[N+:20]([O-:34])[CH:21]=[CH:22][C:23]=1[CH3:24])([CH3:4])([CH3:3])[CH3:2]. The yield is 0.960.